Dataset: Forward reaction prediction with 1.9M reactions from USPTO patents (1976-2016). Task: Predict the product of the given reaction. (1) Given the reactants Br[C:2]1[CH:7]=[CH:6][CH:5]=[C:4]([Br:8])[N:3]=1.[N:9]1[CH:14]=[CH:13][C:12]([NH2:15])=[N:11][CH:10]=1.CC1(C)C2C(=C(P(C3C=CC=CC=3)C3C=CC=CC=3)C=CC=2)OC2C(P(C3C=CC=CC=3)C3C=CC=CC=3)=CC=CC1=2.C(=O)([O-])[O-].[Cs+].[Cs+], predict the reaction product. The product is: [Br:8][C:4]1[N:3]=[C:2]([NH:15][C:12]2[CH:13]=[CH:14][N:9]=[CH:10][N:11]=2)[CH:7]=[CH:6][CH:5]=1. (2) The product is: [C:33]([O:20][NH:19][C:17](=[O:18])[CH2:16][CH:15]([C:9]1[CH:10]=[CH:11][C:12]([O:13][CH3:14])=[C:7]([O:6][CH:1]2[CH2:2][CH2:3][CH2:4][CH2:5]2)[CH:8]=1)[N:21]1[C:29](=[O:30])[C:28]2[C:23](=[CH:24][CH:25]=[C:26]([CH3:31])[CH:27]=2)[C:22]1=[O:32])(=[O:35])[CH3:34]. Given the reactants [CH:1]1([O:6][C:7]2[CH:8]=[C:9]([CH:15]([N:21]3[C:29](=[O:30])[C:28]4[C:23](=[CH:24][CH:25]=[C:26]([CH3:31])[CH:27]=4)[C:22]3=[O:32])[CH2:16][C:17]([NH:19][OH:20])=[O:18])[CH:10]=[CH:11][C:12]=2[O:13][CH3:14])[CH2:5][CH2:4][CH2:3][CH2:2]1.[C:33](OC(=O)C)(=[O:35])[CH3:34], predict the reaction product. (3) Given the reactants [OH:1][C:2]1[CH:10]=[CH:9][C:8]([C:11]2[N:12]([C:27]([O:29][C:30]([CH3:33])([CH3:32])[CH3:31])=[O:28])[C:13]3[C:18]([CH:19]=2)=[CH:17][C:16]([CH2:20][N:21]2[CH2:26][CH2:25][CH2:24][CH2:23][CH2:22]2)=[CH:15][CH:14]=3)=[C:7]2[C:3]=1[CH2:4][NH:5][C:6]2=[O:34].C(N(CC)CC)C.[F:42][C:43]([F:55])([F:54])[C:44]1[CH:45]=[C:46]([S:50](Cl)(=[O:52])=[O:51])[CH:47]=[CH:48][CH:49]=1, predict the reaction product. The product is: [F:55][C:43]([F:42])([F:54])[C:44]1[CH:45]=[C:46]([S:50]([O:1][C:2]2[CH:10]=[CH:9][C:8]([C:11]3[N:12]([C:27]([O:29][C:30]([CH3:31])([CH3:33])[CH3:32])=[O:28])[C:13]4[C:18]([CH:19]=3)=[CH:17][C:16]([CH2:20][N:21]3[CH2:26][CH2:25][CH2:24][CH2:23][CH2:22]3)=[CH:15][CH:14]=4)=[C:7]3[C:3]=2[CH2:4][NH:5][C:6]3=[O:34])(=[O:51])=[O:52])[CH:47]=[CH:48][CH:49]=1.